This data is from Reaction yield outcomes from USPTO patents with 853,638 reactions. The task is: Predict the reaction yield, written as a fraction of the theoretical maximum amount of product (1.0 means a 100% yield; for example, 0.34 means a 34% yield). (1) The reactants are [CH3:1][NH2:2].Cl.C[Al](C)C.CO[C:10](=[O:30])[CH2:11][CH:12]([C:21]1[CH:29]=[C:28]2[C:24]([CH:25]=[CH:26][NH:27]2)=[CH:23][CH:22]=1)[C:13]1[CH:18]=[CH:17][CH:16]=[CH:15][C:14]=1[O:19][CH3:20]. The catalyst is C1C=CC=CC=1. The product is [NH:27]1[C:28]2[C:24](=[CH:23][CH:22]=[C:21]([CH:12]([C:13]3[CH:18]=[CH:17][CH:16]=[CH:15][C:14]=3[O:19][CH3:20])[CH2:11][C:10]([NH:2][CH3:1])=[O:30])[CH:29]=2)[CH:25]=[CH:26]1. The yield is 0.940. (2) The reactants are Br[C:2]1[CH:3]=[C:4]([CH:7]=[C:8]([O:14][CH2:15][CH3:16])[C:9]=1[O:10]COC)[CH:5]=[O:6].[C:17]([Cu])#[N:18].CCOC(C)=O. The catalyst is CN(C=O)C. The product is [CH2:15]([O:14][C:8]1[C:9]([OH:10])=[C:2]([CH:3]=[C:4]([CH:5]=[O:6])[CH:7]=1)[C:17]#[N:18])[CH3:16]. The yield is 0.500. (3) The reactants are [OH:1][C:2]1[CH:17]=[CH:16][C:5]([C:6]([O:8][CH2:9][C:10]2[CH:15]=[CH:14][CH:13]=[CH:12][CH:11]=2)=[O:7])=[CH:4][CH:3]=1.C1(P(C2C=CC=CC=2)C2C=CC=CC=2)C=CC=CC=1.[CH2:37]([O:39][C:40]([CH:42]1[CH2:47][CH2:46][CH:45](O)[CH2:44][CH2:43]1)=[O:41])[CH3:38].CCOC(/N=N/C(OCC)=O)=O. The product is [CH2:9]([O:8][C:6](=[O:7])[C:5]1[CH:16]=[CH:17][C:2]([O:1][CH:45]2[CH2:46][CH2:47][CH:42]([C:40]([O:39][CH2:37][CH3:38])=[O:41])[CH2:43][CH2:44]2)=[CH:3][CH:4]=1)[C:10]1[CH:15]=[CH:14][CH:13]=[CH:12][CH:11]=1. The catalyst is C1COCC1. The yield is 0.220. (4) The reactants are [Cl:1][C:2]1[CH:7]=[C:6]([N+:8]([O-:10])=[O:9])[CH:5]=[CH:4][C:3]=1[OH:11].[C:12](=[O:15])([O-])[O-].[K+].[K+].[F:18][C:19]1[CH:20]=[C:21]([CH:24]=[CH:25][CH:26]=1)CBr. The catalyst is CC#N. The product is [Cl:1][C:2]1[CH:7]=[C:6]([N+:8]([O-:10])=[O:9])[CH:5]=[CH:4][C:3]=1[O:11][C:12](=[O:15])[C:25]1[CH:24]=[CH:21][CH:20]=[C:19]([F:18])[CH:26]=1. The yield is 0.940. (5) The reactants are [N+:1]([O-:4])(O)=[O:2].[CH3:5][C:6]1[CH:11]=[CH:10][CH:9]=[C:8]([CH3:12])[C:7]=1[NH:13][C:14](=[O:20])[CH2:15][C:16]([CH3:19])([CH3:18])[CH3:17].O. The catalyst is C(O)(=O)C. The product is [CH3:12][C:8]1[C:9]([N+:1]([O-:4])=[O:2])=[CH:10][CH:11]=[C:6]([CH3:5])[C:7]=1[NH:13][C:14](=[O:20])[CH2:15][C:16]([CH3:18])([CH3:17])[CH3:19]. The yield is 0.880. (6) The reactants are [CH3:1][C:2]1[CH:7]=[CH:6][N:5]=[CH:4][C:3]=1[C:8]#[N:9].C[O:11][C:12](OC)(N(C)C)[CH3:13]. The catalyst is CN(C=O)C. The product is [CH2:1]([C:2]1[CH:7]=[CH:6][N:5]=[CH:4][C:3]=1[C:8]#[N:9])[C:12]([CH3:13])=[O:11]. The yield is 0.690.